Dataset: Peptide-MHC class II binding affinity with 134,281 pairs from IEDB. Task: Regression. Given a peptide amino acid sequence and an MHC pseudo amino acid sequence, predict their binding affinity value. This is MHC class II binding data. (1) The peptide sequence is ACATAGTTVYGAFAA. The MHC is HLA-DQA10401-DQB10402 with pseudo-sequence HLA-DQA10401-DQB10402. The binding affinity (normalized) is 0.404. (2) The peptide sequence is MKSWVTAVAKIMSDYP. The MHC is H-2-IAb with pseudo-sequence H-2-IAb. The binding affinity (normalized) is 0.630.